Task: Predict the product of the given reaction.. Dataset: Forward reaction prediction with 1.9M reactions from USPTO patents (1976-2016) (1) Given the reactants [Cl:1][C:2]1[CH:7]=[C:6]([N+]([O-])=O)[CH:5]=[C:4]([Cl:11])[N:3]=1.C(=O)([O-])[O-].[K+].[K+].[CH2:18]([OH:25])[C:19]1[CH:24]=[CH:23][CH:22]=[CH:21][CH:20]=1, predict the reaction product. The product is: [CH2:18]([O:25][C:6]1[CH:7]=[C:2]([Cl:1])[N:3]=[C:4]([Cl:11])[CH:5]=1)[C:19]1[CH:24]=[CH:23][CH:22]=[CH:21][CH:20]=1. (2) The product is: [NH2:14][CH2:13][CH2:12][CH2:11][O:10][CH2:9][CH2:8][O:7][CH2:6][CH2:5][O:4][CH2:3][CH2:2][CH2:1][N:15]([O:20][C:21]([CH3:24])([CH3:23])[CH3:22])[CH:16]=[O:17]. Given the reactants [CH2:1]([NH2:15])[CH2:2][CH2:3][O:4][CH2:5][CH2:6][O:7][CH2:8][CH2:9][O:10][CH2:11][CH2:12][CH2:13][NH2:14].[CH3:16][OH:17].C(OC([O:20][C:21]([CH3:24])([CH3:23])[CH3:22])=O)([O:20][C:21]([CH3:24])([CH3:23])[CH3:22])=O, predict the reaction product. (3) Given the reactants O1CCCCC1[N:7]1[C:15]2[C:10](=[CH:11][C:12]([C:16]3[N:20]=[CH:19][N:18](C(C4C=CC=CC=4)(C4C=CC=CC=4)C4C=CC=CC=4)[N:17]=3)=[CH:13][CH:14]=2)[C:9](/[CH:40]=[CH:41]/[C:42]2C=C[C:45](OC)=[CH:44][CH:43]=2)=[N:8]1.O1[CH2:55][CH2:54][O:53][CH2:52]C1, predict the reaction product. The product is: [NH:18]1[CH:19]=[N:20][C:16]([C:12]2[CH:11]=[C:10]3[C:15](=[CH:14][CH:13]=2)[NH:7][N:8]=[C:9]3/[CH:40]=[CH:41]/[C:42]2[CH:55]=[C:54]([O:53][CH3:52])[CH:45]=[CH:44][CH:43]=2)=[N:17]1.